Dataset: Forward reaction prediction with 1.9M reactions from USPTO patents (1976-2016). Task: Predict the product of the given reaction. The product is: [CH3:39][CH:38]([CH3:40])[CH2:37][C:36]1[S:10][C:24]2[CH:29]=[CH:28][C:27]([CH2:30][C:31]([O:33][CH3:34])=[O:32])=[CH:26][C:25]=2[N:35]=1. Given the reactants COC1C=CC(P2(=S)SP(=S)(C3C=CC(OC)=CC=3)[S:10]2)=CC=1.F[C:24]1[CH:29]=[CH:28][C:27]([CH2:30][C:31]([O:33][CH3:34])=[O:32])=[CH:26][C:25]=1[NH:35][C:36](=O)[CH2:37][CH:38]([CH3:40])[CH3:39].COCCOC.C(=O)([O-])[O-].[K+].[K+], predict the reaction product.